This data is from TCR-epitope binding with 47,182 pairs between 192 epitopes and 23,139 TCRs. The task is: Binary Classification. Given a T-cell receptor sequence (or CDR3 region) and an epitope sequence, predict whether binding occurs between them. (1) The epitope is ELAGIGILTV. The TCR CDR3 sequence is CASSLNQGIMNTEAFF. Result: 0 (the TCR does not bind to the epitope). (2) The epitope is ELAGIGILTV. The TCR CDR3 sequence is CASSFGGSRYEQYF. Result: 0 (the TCR does not bind to the epitope).